This data is from Forward reaction prediction with 1.9M reactions from USPTO patents (1976-2016). The task is: Predict the product of the given reaction. (1) Given the reactants [NH2:1][CH2:2][C@@H:3]([CH3:31])[CH2:4][N:5]1[CH:10]=[C:9]([F:11])[CH:8]=[C:7]([C@H:12]2[CH2:16][CH2:15][CH2:14][N:13]2[C:17]2[CH:22]=[CH:21][N:20]3[N:23]=[CH:24][C:25]([C:26](OC)=[O:27])=[C:19]3[N:18]=2)[C:6]1=[O:30].[OH-].[Li+].Cl.CN(C(ON1N=NC2C=CC=NC1=2)=[N+](C)C)C.F[P-](F)(F)(F)(F)F.C(N(C(C)C)C(C)C)C, predict the reaction product. The product is: [F:11][C:9]1[CH:8]=[C:7]2[C:6](=[O:30])[N:5]([CH:10]=1)[CH2:4][C@H:3]([CH3:31])[CH2:2][NH:1][C:26](=[O:27])[C:25]1=[C:19]3[N:18]=[C:17]([CH:22]=[CH:21][N:20]3[N:23]=[CH:24]1)[N:13]1[C@@H:12]2[CH2:16][CH2:15][CH2:14]1. (2) Given the reactants [NH2:1][C:2]1[CH:3]=[CH:4][C:5]([F:18])=[C:6]([C@:8]2([CH2:16][F:17])[C@H:13]([F:14])[CH2:12][O:11][C:10]([NH2:15])=[N:9]2)[CH:7]=1.[C:19]([C:21]1[CH:22]=[CH:23][C:24]([C:27](O)=[O:28])=[N:25][CH:26]=1)#[N:20], predict the reaction product. The product is: [NH2:15][C:10]1[O:11][CH2:12][C@@H:13]([F:14])[C@:8]([C:6]2[CH:7]=[C:2]([NH:1][C:27]([C:24]3[CH:23]=[CH:22][C:21]([C:19]#[N:20])=[CH:26][N:25]=3)=[O:28])[CH:3]=[CH:4][C:5]=2[F:18])([CH2:16][F:17])[N:9]=1. (3) Given the reactants [Br-].O(C[CH2:10][CH2:11][P+:12]([C:25]1[CH:30]=[CH:29][CH:28]=[CH:27][CH:26]=1)([C:19]1[CH:24]=[CH:23][CH:22]=[CH:21][CH:20]=1)[C:13]1[CH:18]=[CH:17][CH:16]=[CH:15][CH:14]=1)C1C=CC=CC=1.[O:31]([CH2:38][CH2:39][CH2:40]CC[Br:43])[C:32]1[CH:37]=[CH:36][CH:35]=[CH:34][CH:33]=1.C1(P(C2C=CC=CC=2)C2C=CC=CC=2)C=CC=CC=1, predict the reaction product. The product is: [Br-:43].[O:31]([CH2:38][CH2:39][CH2:40][CH2:10][CH2:11][P+:12]([C:13]1[CH:18]=[CH:17][CH:16]=[CH:15][CH:14]=1)([C:25]1[CH:26]=[CH:27][CH:28]=[CH:29][CH:30]=1)[C:19]1[CH:20]=[CH:21][CH:22]=[CH:23][CH:24]=1)[C:32]1[CH:37]=[CH:36][CH:35]=[CH:34][CH:33]=1.